From a dataset of Forward reaction prediction with 1.9M reactions from USPTO patents (1976-2016). Predict the product of the given reaction. Given the reactants [C:1]([O:5][C:6](/[C:8](=[CH:15]\[C:16](\[CH3:31])=[CH:17]\[CH:18]([CH3:30])[CH2:19][CH:20]([CH3:29])[CH2:21][CH:22]([CH3:28])[CH2:23][CH:24]([CH3:27])[CH2:25][CH3:26])/[CH2:9][CH:10]([CH3:14])[C:11]([OH:13])=[O:12])=[O:7])([CH3:4])([CH3:3])[CH3:2].O[CH2:33][C:34]([O:36][C:37]([CH3:40])([CH3:39])[CH3:38])=[O:35].CCN=C=NCCCN(C)C.Cl, predict the reaction product. The product is: [CH3:14][CH:10]([CH2:9]/[C:8](=[CH:15]/[C:16](/[CH3:31])=[CH:17]/[CH:18]([CH3:30])[CH2:19][CH:20]([CH3:29])[CH2:21][CH:22]([CH3:28])[CH2:23][CH:24]([CH3:27])[CH2:25][CH3:26])/[C:6]([O:5][C:1]([CH3:4])([CH3:3])[CH3:2])=[O:7])[C:11]([O:13][CH2:33][C:34]([O:36][C:37]([CH3:40])([CH3:39])[CH3:38])=[O:35])=[O:12].